Dataset: Reaction yield outcomes from USPTO patents with 853,638 reactions. Task: Predict the reaction yield, written as a fraction of the theoretical maximum amount of product (1.0 means a 100% yield; for example, 0.34 means a 34% yield). (1) The reactants are [CH2:1]([N:8]1[C:16]2[C:11](=[CH:12][C:13]([N+:17]([O-:19])=[O:18])=[CH:14][CH:15]=2)[C:10](Br)=[C:9]1[C:21]([O:23][CH2:24][CH3:25])=[O:22])[C:2]1[CH:7]=[CH:6][CH:5]=[CH:4][CH:3]=1.[C:26]([C:30]1[CH:35]=[CH:34][C:33](B(O)O)=[CH:32][CH:31]=1)([CH3:29])([CH3:28])[CH3:27].C(=O)([O-])[O-].[Na+].[Na+]. The catalyst is C(O)C.C1(C)C=CC=CC=1.Cl.C1C=CC([P]([Pd]([P](C2C=CC=CC=2)(C2C=CC=CC=2)C2C=CC=CC=2)([P](C2C=CC=CC=2)(C2C=CC=CC=2)C2C=CC=CC=2)[P](C2C=CC=CC=2)(C2C=CC=CC=2)C2C=CC=CC=2)(C2C=CC=CC=2)C2C=CC=CC=2)=CC=1. The product is [CH2:1]([N:8]1[C:16]2[C:11](=[CH:12][C:13]([N+:17]([O-:19])=[O:18])=[CH:14][CH:15]=2)[C:10]([C:33]2[CH:34]=[CH:35][C:30]([C:26]([CH3:29])([CH3:28])[CH3:27])=[CH:31][CH:32]=2)=[C:9]1[C:21]([O:23][CH2:24][CH3:25])=[O:22])[C:2]1[CH:7]=[CH:6][CH:5]=[CH:4][CH:3]=1. The yield is 0.900. (2) The reactants are Cl[C:2]1[N:7]=[C:6]2[CH2:8][CH2:9][CH2:10][C:5]2=[C:4]([Cl:11])[CH:3]=1.[Cl:12][C:13]1[S:17][C:16](B(O)O)=[CH:15][CH:14]=1. No catalyst specified. The product is [Cl:11][C:4]1[CH:3]=[C:2]([C:16]2[S:17][C:13]([Cl:12])=[CH:14][CH:15]=2)[N:7]=[C:6]2[CH2:8][CH2:9][CH2:10][C:5]=12. The yield is 0.140. (3) The reactants are [F:1][C:2]1[CH:7]=[CH:6][C:5]([S:8]([N:11]2[C:15]([C:16]3[CH:21]=[CH:20][CH:19]=[CH:18][CH:17]=3)=[CH:14][C:13]([CH:22]=O)=[CH:12]2)(=[O:10])=[O:9])=[CH:4][CH:3]=1.C([CH2:31][NH2:32])C1C=CC=CC=1.C(O[BH-](OC(=O)C)OC(=O)C)(=O)C.[Na+].C(=O)([O-])O.[Na+]. The catalyst is O1CCCC1. The product is [F:1][C:2]1[CH:7]=[CH:6][C:5]([S:8]([N:11]2[C:15]([C:16]3[CH:21]=[CH:20][CH:19]=[CH:18][CH:17]=3)=[CH:14][C:13]([CH2:22][NH:32][CH3:31])=[CH:12]2)(=[O:10])=[O:9])=[CH:4][CH:3]=1. The yield is 0.330. (4) The product is [Cl:8][C:9]1[CH:10]=[C:11]([CH:30]=[CH:31][C:32]=1[O:33][CH2:34][C:35]1[CH:40]=[CH:39][CH:38]=[C:37]([F:41])[CH:36]=1)[NH:12][C:13]1[C:22]2[C:17](=[CH:18][C:19]([O:29][CH2:43][CH2:44][CH2:45][Cl:46])=[CH:20][C:21]=2[O:23][CH:24]2[CH2:28][CH2:27][O:26][CH2:25]2)[N:16]=[CH:15][N:14]=1. No catalyst specified. The reactants are FC(F)(F)C(O)=O.[Cl:8][C:9]1[CH:10]=[C:11]([CH:30]=[CH:31][C:32]=1[O:33][CH2:34][C:35]1[CH:40]=[CH:39][CH:38]=[C:37]([F:41])[CH:36]=1)[NH:12][C:13]1[C:22]2[C:17](=[CH:18][C:19]([OH:29])=[CH:20][C:21]=2[O:23][CH:24]2[CH2:28][CH2:27][O:26][CH2:25]2)[N:16]=[CH:15][N:14]=1.Br[CH2:43][CH2:44][CH2:45][Cl:46]. The yield is 0.910. (5) The reactants are [Cl:1][C:2]1[CH:14]=[CH:13][C:12]([CH3:15])=[CH:11][C:3]=1[O:4][CH:5]=[CH:6][C:7]([O:9][CH3:10])=[O:8].[Br-].[Na+]. The catalyst is [Pd].CO. The product is [Cl:1][C:2]1[CH:14]=[CH:13][C:12]([CH3:15])=[CH:11][C:3]=1[O:4][CH2:5][CH2:6][C:7]([O:9][CH3:10])=[O:8]. The yield is 0.950. (6) The reactants are [OH-].[Na+].[NH:3]([C:10]1[N:19]([C:20]2[CH:25]=[CH:24][CH:23]=[CH:22][CH:21]=2)[C:18]2[N:17]=[C:16]([S:26][CH2:27][C:28]([O:30]CC)=[O:29])[CH:15]=[C:14]([C:33]([F:36])([F:35])[F:34])[C:13]=2[C:12](=[O:37])[CH:11]=1)[C:4]1[CH:9]=[CH:8][CH:7]=[CH:6][CH:5]=1. The catalyst is CCO. The product is [NH:3]([C:10]1[N:19]([C:20]2[CH:25]=[CH:24][CH:23]=[CH:22][CH:21]=2)[C:18]2[N:17]=[C:16]([S:26][CH2:27][C:28]([OH:30])=[O:29])[CH:15]=[C:14]([C:33]([F:36])([F:35])[F:34])[C:13]=2[C:12](=[O:37])[CH:11]=1)[C:4]1[CH:5]=[CH:6][CH:7]=[CH:8][CH:9]=1. The yield is 0.660. (7) The reactants are [Br:1][C:2]1[C:3]([NH:21][S:22]([CH3:25])(=[O:24])=[O:23])=[CH:4][C:5]2[O:9][C:8]([C:10]3[CH:15]=[CH:14][C:13]([F:16])=[CH:12][CH:11]=3)=[C:7]([C:17](O)=[O:18])[C:6]=2[CH:20]=1.C1C=CC2N(O)N=[N:32][C:30]=2C=1.CCN=C=NCCCN(C)C.CN. The catalyst is CN(C=O)C.CCN(CC)CC. The product is [CH3:30][NH:32][C:17]([C:7]1[C:6]2[CH:20]=[C:2]([Br:1])[C:3]([NH:21][S:22]([CH3:25])(=[O:24])=[O:23])=[CH:4][C:5]=2[O:9][C:8]=1[C:10]1[CH:15]=[CH:14][C:13]([F:16])=[CH:12][CH:11]=1)=[O:18]. The yield is 0.940. (8) The reactants are Br[C:2]1[CH:7]=[CH:6][C:5]([F:8])=[CH:4][C:3]=1[CH3:9].[C:10]([Cu])#[N:11]. The catalyst is CN(C=O)C.O. The product is [F:8][C:5]1[CH:6]=[CH:7][C:2]([C:10]#[N:11])=[C:3]([CH3:9])[CH:4]=1. The yield is 0.600. (9) The yield is 0.342. The reactants are C(OC([N:8]1[CH:13]([CH3:14])[CH2:12][N:11]([C:15](=[O:30])[C:16]2[CH:21]=[CH:20][C:19]([C:22]3[CH:23]=[N:24][C:25]([NH2:29])=[C:26]([OH:28])[CH:27]=3)=[CH:18][CH:17]=2)[CH2:10][CH:9]1[CH3:31])=O)(C)(C)C.Br[CH:33]([C:35]1[CH:40]=[CH:39][CH:38]=[CH:37][C:36]=1[C:41]([F:44])([F:43])[F:42])[CH3:34].C([O-])([O-])=O.[Cs+].[Cs+].O. The product is [NH2:29][C:25]1[N:24]=[CH:23][C:22]([C:19]2[CH:18]=[CH:17][C:16]([C:15]([N:11]3[CH2:10][CH:9]([CH3:31])[NH:8][CH:13]([CH3:14])[CH2:12]3)=[O:30])=[CH:21][CH:20]=2)=[CH:27][C:26]=1[O:28][CH:33]([C:35]1[CH:40]=[CH:39][CH:38]=[CH:37][C:36]=1[C:41]([F:42])([F:43])[F:44])[CH3:34]. The catalyst is CN(C=O)C. (10) The reactants are [Cl:1][C:2]1([Cl:9])[CH2:4][C:3]1([CH3:8])[C:5](O)=[O:6].S(Cl)([Cl:12])=O.[OH-].[Na+]. The catalyst is CN(C)C=O.ClCCl. The product is [Cl:1][C:2]1([Cl:9])[CH2:4][C:3]1([CH3:8])[C:5]([Cl:12])=[O:6]. The yield is 0.680.